Predict which catalyst facilitates the given reaction. From a dataset of Catalyst prediction with 721,799 reactions and 888 catalyst types from USPTO. (1) Reactant: Cl[C:2]1[C:7]([N+:8]([O-:10])=[O:9])=[CH:6][CH:5]=[C:4]([Cl:11])[N:3]=1.[NH2:12][C:13]1[CH:18]=[CH:17][CH:16]=[CH:15][CH:14]=1.CCN(C(C)C)C(C)C. Product: [Cl:11][C:4]1[N:3]=[C:2]([NH:12][C:13]2[CH:18]=[CH:17][CH:16]=[CH:15][CH:14]=2)[C:7]([N+:8]([O-:10])=[O:9])=[CH:6][CH:5]=1. The catalyst class is: 1. (2) Reactant: [Br:1][C:2]1[CH:3]=[C:4]([N+:10]([O-:12])=[O:11])[C:5]([CH3:9])=[C:6]([F:8])[CH:7]=1.C1C(=O)N([Br:20])C(=O)C1. Product: [Br:1][C:2]1[CH:3]=[C:4]([N+:10]([O-:12])=[O:11])[C:5]([CH2:9][Br:20])=[C:6]([F:8])[CH:7]=1. The catalyst class is: 53.